Regression. Given two drug SMILES strings and cell line genomic features, predict the synergy score measuring deviation from expected non-interaction effect. From a dataset of NCI-60 drug combinations with 297,098 pairs across 59 cell lines. (1) Drug 1: CN(C)C1=NC(=NC(=N1)N(C)C)N(C)C. Drug 2: CC(C)NC(=O)C1=CC=C(C=C1)CNNC.Cl. Cell line: RXF 393. Synergy scores: CSS=-0.570, Synergy_ZIP=3.31, Synergy_Bliss=3.85, Synergy_Loewe=1.06, Synergy_HSA=0.457. (2) Drug 1: C1CC(=O)NC(=O)C1N2CC3=C(C2=O)C=CC=C3N. Drug 2: CC1=C(C(=CC=C1)Cl)NC(=O)C2=CN=C(S2)NC3=CC(=NC(=N3)C)N4CCN(CC4)CCO. Cell line: MDA-MB-231. Synergy scores: CSS=20.0, Synergy_ZIP=-3.14, Synergy_Bliss=1.91, Synergy_Loewe=-26.3, Synergy_HSA=3.41. (3) Drug 1: CCCS(=O)(=O)NC1=C(C(=C(C=C1)F)C(=O)C2=CNC3=C2C=C(C=N3)C4=CC=C(C=C4)Cl)F. Drug 2: C1C(C(OC1N2C=C(C(=O)NC2=O)F)CO)O. Cell line: MOLT-4. Synergy scores: CSS=50.2, Synergy_ZIP=0.730, Synergy_Bliss=-0.909, Synergy_Loewe=-26.7, Synergy_HSA=-1.64. (4) Drug 1: CCCCC(=O)OCC(=O)C1(CC(C2=C(C1)C(=C3C(=C2O)C(=O)C4=C(C3=O)C=CC=C4OC)O)OC5CC(C(C(O5)C)O)NC(=O)C(F)(F)F)O. Drug 2: CC12CCC3C(C1CCC2O)C(CC4=C3C=CC(=C4)O)CCCCCCCCCS(=O)CCCC(C(F)(F)F)(F)F. Cell line: UACC-257. Synergy scores: CSS=16.7, Synergy_ZIP=-4.65, Synergy_Bliss=-8.73, Synergy_Loewe=-28.0, Synergy_HSA=-8.86. (5) Drug 1: C1=NC2=C(N=C(N=C2N1C3C(C(C(O3)CO)O)O)F)N. Drug 2: C1CC(=O)NC(=O)C1N2C(=O)C3=CC=CC=C3C2=O. Cell line: ACHN. Synergy scores: CSS=-1.26, Synergy_ZIP=1.77, Synergy_Bliss=2.13, Synergy_Loewe=-8.21, Synergy_HSA=-6.04. (6) Drug 1: C1=CC(=CC=C1CC(C(=O)O)N)N(CCCl)CCCl.Cl. Drug 2: C1=NC2=C(N1)C(=S)N=C(N2)N. Cell line: SN12C. Synergy scores: CSS=35.3, Synergy_ZIP=-13.4, Synergy_Bliss=-5.55, Synergy_Loewe=-8.56, Synergy_HSA=-1.78. (7) Drug 1: CCC(=C(C1=CC=CC=C1)C2=CC=C(C=C2)OCCN(C)C)C3=CC=CC=C3.C(C(=O)O)C(CC(=O)O)(C(=O)O)O. Drug 2: CC1CCC2CC(C(=CC=CC=CC(CC(C(=O)C(C(C(=CC(C(=O)CC(OC(=O)C3CCCCN3C(=O)C(=O)C1(O2)O)C(C)CC4CCC(C(C4)OC)O)C)C)O)OC)C)C)C)OC. Cell line: RXF 393. Synergy scores: CSS=1.22, Synergy_ZIP=-0.465, Synergy_Bliss=2.63, Synergy_Loewe=-3.91, Synergy_HSA=-1.33. (8) Drug 1: CC12CCC3C(C1CCC2=O)CC(=C)C4=CC(=O)C=CC34C. Drug 2: B(C(CC(C)C)NC(=O)C(CC1=CC=CC=C1)NC(=O)C2=NC=CN=C2)(O)O. Cell line: RPMI-8226. Synergy scores: CSS=34.9, Synergy_ZIP=-3.59, Synergy_Bliss=-8.30, Synergy_Loewe=-18.5, Synergy_HSA=-8.40. (9) Cell line: MALME-3M. Synergy scores: CSS=3.35, Synergy_ZIP=2.16, Synergy_Bliss=4.43, Synergy_Loewe=-3.44, Synergy_HSA=-1.55. Drug 2: CN(C)C1=NC(=NC(=N1)N(C)C)N(C)C. Drug 1: CNC(=O)C1=CC=CC=C1SC2=CC3=C(C=C2)C(=NN3)C=CC4=CC=CC=N4. (10) Cell line: IGROV1. Synergy scores: CSS=33.5, Synergy_ZIP=-10.6, Synergy_Bliss=-1.62, Synergy_Loewe=-11.1, Synergy_HSA=0.685. Drug 2: C1=CC(=CC=C1C#N)C(C2=CC=C(C=C2)C#N)N3C=NC=N3. Drug 1: COC1=CC(=CC(=C1O)OC)C2C3C(COC3=O)C(C4=CC5=C(C=C24)OCO5)OC6C(C(C7C(O6)COC(O7)C8=CC=CS8)O)O.